Task: Predict the product of the given reaction.. Dataset: Forward reaction prediction with 1.9M reactions from USPTO patents (1976-2016) (1) Given the reactants CS(O[CH2:6][C@H:7]([CH:23]([CH3:25])[CH3:24])[CH2:8][C@H:9]1[CH2:13][O:12][C:11]([CH3:15])([CH3:14])[N:10]1[C:16]([O:18][C:19]([CH3:22])([CH3:21])[CH3:20])=[O:17])(=O)=O.[N-:26]=[N+:27]=[N-:28].[Na+], predict the reaction product. The product is: [N:26]([CH2:6][C@H:7]([CH:23]([CH3:25])[CH3:24])[CH2:8][C@H:9]1[CH2:13][O:12][C:11]([CH3:15])([CH3:14])[N:10]1[C:16]([O:18][C:19]([CH3:22])([CH3:21])[CH3:20])=[O:17])=[N+:27]=[N-:28]. (2) Given the reactants [NH2:1][C:2]1[CH:7]=[C:6]([CH3:8])[C:5]([Br:9])=[CH:4][N:3]=1.Cl[C:11]([O:13][CH2:14][CH2:15]Cl)=[O:12].CCN(C(C)C)C(C)C, predict the reaction product. The product is: [Br:9][C:5]1[C:6]([CH3:8])=[CH:7][C:2]([N:1]2[CH2:15][CH2:14][O:13][C:11]2=[O:12])=[N:3][CH:4]=1. (3) The product is: [NH2:1][C:4]1[CH:9]=[CH:8][C:7]([C@H:10]2[O:15][CH2:14][C@@H:13]([NH:16][C:17](=[O:24])[C:18]3[CH:23]=[CH:22][CH:21]=[CH:20][CH:19]=3)[CH2:12][O:11]2)=[CH:6][CH:5]=1. Given the reactants [N+:1]([C:4]1[CH:9]=[CH:8][C:7]([C@H:10]2[O:15][CH2:14][C@@H:13]([NH:16][C:17](=[O:24])[C:18]3[CH:23]=[CH:22][CH:21]=[CH:20][CH:19]=3)[CH2:12][O:11]2)=[CH:6][CH:5]=1)([O-])=O.[H][H], predict the reaction product. (4) Given the reactants [CH:1]1([CH2:4][O:5][C:6]2[N:11]=[C:10]([C:12]([OH:14])=O)[CH:9]=[CH:8][C:7]=2[N:15]2[CH2:18][C:17]([F:20])([F:19])[CH2:16]2)[CH2:3][CH2:2]1.[NH2:21][C@@H:22]([CH2:26][CH:27]([CH3:29])[CH3:28])[C:23]([NH2:25])=[O:24], predict the reaction product. The product is: [C:23]([C@@H:22]([NH:21][C:12]([C:10]1[CH:9]=[CH:8][C:7]([N:15]2[CH2:18][C:17]([F:20])([F:19])[CH2:16]2)=[C:6]([O:5][CH2:4][CH:1]2[CH2:2][CH2:3]2)[N:11]=1)=[O:14])[CH2:26][CH:27]([CH3:29])[CH3:28])(=[O:24])[NH2:25].